This data is from Full USPTO retrosynthesis dataset with 1.9M reactions from patents (1976-2016). The task is: Predict the reactants needed to synthesize the given product. (1) Given the product [O:29]1[CH2:24][CH2:25][C@@H:20]([O:19][C:17]([N:14]2[CH2:15][CH2:16][N:11]([C:8]3[CH:9]=[CH:10][N:5]4[N:4]=[CH:3][C:2]([Br:1])=[C:6]4[N:7]=3)[CH2:12][CH2:13]2)=[O:18])[CH2:21]1, predict the reactants needed to synthesize it. The reactants are: [Br:1][C:2]1[CH:3]=[N:4][N:5]2[CH:10]=[CH:9][C:8]([N:11]3[CH2:16][CH2:15][N:14]([C:17]([O:19][C:20]4[CH:25]=[CH:24]C([N+]([O-])=O)=C[CH:21]=4)=[O:18])[CH2:13][CH2:12]3)=[N:7][C:6]=12.[O:29]1CC[C@@H](O)C1.[H-].[Na+]. (2) Given the product [F:1][C:2]1[CH:7]=[C:6]([F:8])[CH:5]=[CH:4][C:3]=1[C:9]1[C:10]([C:12]2[CH:13]=[CH:14][C:15]3[N:16]([C:18]([CH:21]([CH3:23])[CH3:22])=[N:19][N:20]=3)[N:17]=2)=[N:28][O:27][N:26]=1, predict the reactants needed to synthesize it. The reactants are: [F:1][C:2]1[CH:7]=[C:6]([F:8])[CH:5]=[CH:4][C:3]=1[C:9](=O)[C:10]([C:12]1[CH:13]=[CH:14][C:15]2[N:16]([C:18]([CH:21]([CH3:23])[CH3:22])=[N:19][N:20]=2)[N:17]=1)=O.Cl.[NH2:26][OH:27].[N:28]1C=CC=CC=1.C1(P(C2C=CC=CC=2)C2C=CC=CC=2)C=CC=CC=1.CC(OC(/N=N/C(OC(C)C)=O)=O)C. (3) Given the product [Cl:1][C:2]1[C:7]([S:22][CH2:19][CH2:20][CH3:21])=[CH:6][C:5]([NH2:9])=[C:4]([N+:10]([O-:12])=[O:11])[CH:3]=1, predict the reactants needed to synthesize it. The reactants are: [Cl:1][C:2]1[C:7](Cl)=[CH:6][C:5]([NH2:9])=[C:4]([N+:10]([O-:12])=[O:11])[CH:3]=1.C(=O)([O-])[O-].[K+].[K+].[CH2:19]([SH:22])[CH2:20][CH3:21]. (4) The reactants are: [N+:1]([C:4]1[CH:9]=[CH:8][C:7]([O:10][C:11](=[O:20])[N:12]([CH3:19])[C:13]2[CH:18]=[CH:17][CH:16]=[CH:15][CH:14]=2)=[CH:6][CH:5]=1)([O-])=O.[H][H]. Given the product [NH2:1][C:4]1[CH:5]=[CH:6][C:7]([O:10][C:11](=[O:20])[N:12]([CH3:19])[C:13]2[CH:18]=[CH:17][CH:16]=[CH:15][CH:14]=2)=[CH:8][CH:9]=1, predict the reactants needed to synthesize it. (5) The reactants are: [Cl:1][C:2]1[CH:3]=[C:4]([NH:9][NH2:10])[CH:5]=[CH:6][C:7]=1[Cl:8].CO[CH:13](OC)[CH2:14][C:15](=O)[CH3:16]. Given the product [Cl:1][C:2]1[CH:3]=[C:4]([N:9]2[CH:13]=[CH:14][C:15]([CH3:16])=[N:10]2)[CH:5]=[CH:6][C:7]=1[Cl:8], predict the reactants needed to synthesize it. (6) The reactants are: [OH:1][C:2]1[CH:3]=[C:4]([C:12]([O:14][CH3:15])=[O:13])[CH:5]=[C:6]([CH:11]=1)[C:7]([O:9][CH3:10])=[O:8].[F:16][C:17]1[CH:22]=[CH:21][C:20](B(O)O)=[CH:19][CH:18]=1.C(N(CC)CC)C.FOB(C1C=CC=CC=1)O.Cl. Given the product [F:16][C:17]1[CH:22]=[CH:21][C:20]([O:1][C:2]2[CH:11]=[C:6]([C:7]([O:9][CH3:10])=[O:8])[CH:5]=[C:4]([CH:3]=2)[C:12]([O:14][CH3:15])=[O:13])=[CH:19][CH:18]=1, predict the reactants needed to synthesize it.